From a dataset of Peptide-MHC class I binding affinity with 185,985 pairs from IEDB/IMGT. Regression. Given a peptide amino acid sequence and an MHC pseudo amino acid sequence, predict their binding affinity value. This is MHC class I binding data. (1) The peptide sequence is NHINVELSW. The MHC is Mamu-A07 with pseudo-sequence Mamu-A07. The binding affinity (normalized) is 0.334. (2) The peptide sequence is KLSGLGFNAV. The MHC is HLA-A02:06 with pseudo-sequence HLA-A02:06. The binding affinity (normalized) is 0.704. (3) The peptide sequence is FQVNRFTGY. The MHC is HLA-B15:17 with pseudo-sequence HLA-B15:17. The binding affinity (normalized) is 0.0847. (4) The peptide sequence is SILNNPVDT. The MHC is HLA-A68:02 with pseudo-sequence HLA-A68:02. The binding affinity (normalized) is 0.00609. (5) The binding affinity (normalized) is 0. The MHC is HLA-A31:01 with pseudo-sequence HLA-A31:01. The peptide sequence is FQTKGLGISY.